From a dataset of Forward reaction prediction with 1.9M reactions from USPTO patents (1976-2016). Predict the product of the given reaction. (1) Given the reactants [OH-].[Na+].[CH2:3]([N:5]1[CH2:11][CH2:10][CH2:9][N:8]([C:12]2[N:17]=[C:16]([CH3:18])[C:15]([CH:19]([CH2:24][CH2:25][CH3:26])[C:20]([O:22]C)=[O:21])=[C:14]([C:27]3[CH:32]=[CH:31][C:30]([CH3:33])=[CH:29][CH:28]=3)[N:13]=2)[CH2:7][CH2:6]1)[CH3:4], predict the reaction product. The product is: [CH2:3]([N:5]1[CH2:11][CH2:10][CH2:9][N:8]([C:12]2[N:17]=[C:16]([CH3:18])[C:15]([CH:19]([CH2:24][CH2:25][CH3:26])[C:20]([OH:22])=[O:21])=[C:14]([C:27]3[CH:28]=[CH:29][C:30]([CH3:33])=[CH:31][CH:32]=3)[N:13]=2)[CH2:7][CH2:6]1)[CH3:4]. (2) Given the reactants [CH3:1][N:2]1[C:6](=[O:7])[C:5]([C:14]2[CH:24]=[CH:23][C:17]3[N:18]([CH3:22])[CH2:19][CH2:20][O:21][C:16]=3[CH:15]=2)([C:8]2[CH:13]=[CH:12][CH:11]=[CH:10][CH:9]=2)[NH:4][C:3]1=S.C([O:30]O)(C)(C)C.CO.[OH-].[NH4+:35], predict the reaction product. The product is: [C:20]([OH:21])(=[O:30])[CH3:19].[NH2:35][C:3]1[N:2]([CH3:1])[C:6](=[O:7])[C:5]([C:14]2[CH:24]=[CH:23][C:17]3[N:18]([CH3:22])[CH2:19][CH2:20][O:21][C:16]=3[CH:15]=2)([C:8]2[CH:13]=[CH:12][CH:11]=[CH:10][CH:9]=2)[N:4]=1. (3) Given the reactants CC(C)([O-])C.[Na+].C1(C(C2C=CC=CC=2)=[NH:14])C=CC=CC=1.Cl[C:22]1[C:27]([CH2:28][O:29][C:30]2[CH:35]=[CH:34][C:33]([CH:36]([CH3:38])[CH3:37])=[CH:32][CH:31]=2)=[CH:26][CH:25]=[CH:24][N:23]=1.C1(C)C=CC=CC=1, predict the reaction product. The product is: [CH3:37][CH:36]([C:33]1[CH:34]=[CH:35][C:30]([O:29][CH2:28][C:27]2[C:22]([NH2:14])=[N:23][CH:24]=[CH:25][CH:26]=2)=[CH:31][CH:32]=1)[CH3:38]. (4) Given the reactants [NH2:1][C:2]1[S:3][C:4]([N:12]2[CH2:17][CH2:16][O:15][CH2:14][CH2:13]2)=[C:5]([C:7]2[O:8][CH:9]=[CH:10][CH:11]=2)[N:6]=1.[Cl:18][C:19]1[CH:27]=[CH:26][C:22]([C:23](Cl)=[O:24])=[CH:21][N:20]=1, predict the reaction product. The product is: [Cl:18][C:19]1[CH:27]=[CH:26][C:22]([C:23]([NH:1][C:2]2[S:3][C:4]([N:12]3[CH2:13][CH2:14][O:15][CH2:16][CH2:17]3)=[C:5]([C:7]3[O:8][CH:9]=[CH:10][CH:11]=3)[N:6]=2)=[O:24])=[CH:21][N:20]=1.